Dataset: Forward reaction prediction with 1.9M reactions from USPTO patents (1976-2016). Task: Predict the product of the given reaction. (1) Given the reactants Br[C:2]1[CH:7]=[CH:6][C:5]([N+:8]([O-:10])=[O:9])=[CH:4][C:3]=1[Cl:11].[C:12]([C:14]1[CH:19]=[CH:18][CH:17]=[CH:16][CH:15]=1)#[CH:13].C(NC(C)C)(C)C, predict the reaction product. The product is: [Cl:11][C:3]1[CH:4]=[C:5]([N+:8]([O-:10])=[O:9])[CH:6]=[CH:7][C:2]=1[C:13]#[C:12][C:14]1[CH:19]=[CH:18][CH:17]=[CH:16][CH:15]=1. (2) Given the reactants [CH2:1]([C:3]1[CH:8]=[CH:7][C:6]([C@H:9]2[CH2:14][C@@H:13]([C:15]([F:18])([F:17])[F:16])[N:12]3[N:19]=[CH:20][C:21]([C:22]([O:24]CC)=[O:23])=[C:11]3[NH:10]2)=[CH:5][CH:4]=1)[CH3:2].[OH-].[K+], predict the reaction product. The product is: [CH2:1]([C:3]1[CH:8]=[CH:7][C:6]([C@H:9]2[CH2:14][C@@H:13]([C:15]([F:18])([F:16])[F:17])[N:12]3[N:19]=[CH:20][C:21]([C:22]([OH:24])=[O:23])=[C:11]3[NH:10]2)=[CH:5][CH:4]=1)[CH3:2]. (3) The product is: [F:1][C:2]([F:29])([F:28])[C:3]1[CH:4]=[C:5]([CH:25]=[CH:26][CH:27]=1)[CH2:6][O:7][N:8]=[C:9]1[CH2:14][CH2:13][N:12]([S:15]([C:18]2[CH:19]=[N:20][C:21]([NH:37][CH2:30][C:31]3[CH:36]=[CH:35][CH:34]=[CH:33][CH:32]=3)=[CH:22][CH:23]=2)(=[O:17])=[O:16])[CH2:11][CH2:10]1. Given the reactants [F:1][C:2]([F:29])([F:28])[C:3]1[CH:4]=[C:5]([CH:25]=[CH:26][CH:27]=1)[CH2:6][O:7][N:8]=[C:9]1[CH2:14][CH2:13][N:12]([S:15]([C:18]2[CH:19]=[N:20][C:21](Cl)=[CH:22][CH:23]=2)(=[O:17])=[O:16])[CH2:11][CH2:10]1.[CH2:30]([NH2:37])[C:31]1[CH:36]=[CH:35][CH:34]=[CH:33][CH:32]=1, predict the reaction product. (4) Given the reactants CCN(C(C)C)C(C)C.Cl.[NH2:11][C:12]1[C:21]2[C:16](=[CH:17][CH:18]=[CH:19][CH:20]=2)[C:15]([C:22]([NH:24][C:25]2[C:26]([C:31]([NH:33][CH2:34][CH:35]3[CH2:40][CH2:39][O:38][CH2:37][CH2:36]3)=[O:32])=[N:27][CH:28]=[CH:29][CH:30]=2)=[O:23])=[CH:14][CH:13]=1.[CH3:41][N:42]=[C:43]=[O:44], predict the reaction product. The product is: [CH3:41][NH:42][C:43]([NH:11][C:12]1[C:21]2[C:16](=[CH:17][CH:18]=[CH:19][CH:20]=2)[C:15]([C:22]([NH:24][C:25]2[C:26]([C:31]([NH:33][CH2:34][CH:35]3[CH2:40][CH2:39][O:38][CH2:37][CH2:36]3)=[O:32])=[N:27][CH:28]=[CH:29][CH:30]=2)=[O:23])=[CH:14][CH:13]=1)=[O:44]. (5) Given the reactants O1CCCC1.C(O)C.[Cl:9][C:10]1[C:11]([NH:35]C(C2CC2)=O)=[N:12][CH:13]=[N:14][C:15]=1[NH:16][C:17]1[C:22](=[O:23])[N:21]2[C:24]3([NH:31][C:32](=[O:33])[C:20]2=[C:19]([CH3:34])[CH:18]=1)[CH2:29][CH2:28][N:27]([CH3:30])[CH2:26][CH2:25]3.[OH-].[Na+], predict the reaction product. The product is: [NH2:35][C:11]1[N:12]=[CH:13][N:14]=[C:15]([NH:16][C:17]2[C:22](=[O:23])[N:21]3[C:24]4([NH:31][C:32](=[O:33])[C:20]3=[C:19]([CH3:34])[CH:18]=2)[CH2:25][CH2:26][N:27]([CH3:30])[CH2:28][CH2:29]4)[C:10]=1[Cl:9]. (6) Given the reactants [CH:1]([C:3]1[CH:8]=[CH:7][C:6]([O:9][C:10]2[CH:11]=[N:12][C:13]([C:16]([F:19])([F:18])[F:17])=[N:14][CH:15]=2)=[CH:5][CH:4]=1)=[CH2:2].B1C2CCCC1CCC2.[OH-:29].[Na+].OO, predict the reaction product. The product is: [F:17][C:16]([F:19])([F:18])[C:13]1[N:12]=[CH:11][C:10]([O:9][C:6]2[CH:5]=[CH:4][C:3]([CH2:1][CH2:2][OH:29])=[CH:8][CH:7]=2)=[CH:15][N:14]=1.